This data is from Reaction yield outcomes from USPTO patents with 853,638 reactions. The task is: Predict the reaction yield, written as a fraction of the theoretical maximum amount of product (1.0 means a 100% yield; for example, 0.34 means a 34% yield). (1) The reactants are [CH3:1][C:2]1[CH:7]=[C:6]([CH3:8])[N:5]=[C:4]([NH2:9])[N:3]=1.[NH2:10]O.[CH3:12][C:13]1[CH:18]=[C:17]([CH3:19])[CH:16]=[C:15]([CH3:20])[C:14]=1[S:21]([O-:24])(=[O:23])=[O:22]. The catalyst is C(Cl)Cl. The product is [CH3:20][C:15]1[CH:16]=[C:17]([CH3:19])[CH:18]=[C:13]([CH3:12])[C:14]=1[S:21]([O-:24])(=[O:23])=[O:22].[NH2:10][N:3]1[C:2]([CH3:1])=[CH:7][C:6]([CH3:8])=[N:5][C:4]1=[NH2+:9]. The yield is 0.620. (2) The reactants are [CH3:1][C:2]1[O:6][C:5]([CH2:7][CH2:8][C@@:9]2([C:33]3[CH:38]=[CH:37][CH:36]=[CH:35][CH:34]=3)[O:14][C:13](=[O:15])[N:12]([C@H:16]([C:18]3[CH:23]=[CH:22][C:21](B4OC(C)(C)C(C)(C)O4)=[CH:20][CH:19]=3)[CH3:17])[CH2:11][CH2:10]2)=[N:4][N:3]=1.I[C:40]1[CH:45]=[CH:44][N:43]([CH3:46])[C:42](=[O:47])[CH:41]=1.C([O-])([O-])=O.[Cs+].[Cs+]. The catalyst is O1CCOCC1. The product is [CH3:1][C:2]1[O:6][C:5]([CH2:7][CH2:8][C@@:9]2([C:33]3[CH:38]=[CH:37][CH:36]=[CH:35][CH:34]=3)[O:14][C:13](=[O:15])[N:12]([C@H:16]([C:18]3[CH:19]=[CH:20][C:21]([C:40]4[CH:45]=[CH:44][N:43]([CH3:46])[C:42](=[O:47])[CH:41]=4)=[CH:22][CH:23]=3)[CH3:17])[CH2:11][CH2:10]2)=[N:4][N:3]=1. The yield is 0.418.